From a dataset of Forward reaction prediction with 1.9M reactions from USPTO patents (1976-2016). Predict the product of the given reaction. (1) Given the reactants [NH2:1][C:2]1[CH:3]=[C:4]([CH:25]=[CH:26][CH:27]=1)[C:5]([NH:7][CH2:8][CH2:9][CH2:10][NH:11][C:12]([C:14]1[CH:18]=[C:17]([C:19]2[CH:24]=[CH:23][CH:22]=[CH:21][CH:20]=2)[O:16][N:15]=1)=[O:13])=[O:6].[O:28]=[C:29]1[NH:33][C@H:32]2[CH2:34][S:35][C@@H:36]([CH2:37][CH2:38][CH2:39][CH2:40][C:41](ON3C(=O)CCC3=O)=[O:42])[C@H:31]2[NH:30]1.CCN(C(C)C)C(C)C, predict the reaction product. The product is: [O:28]=[C:29]1[NH:33][C@H:32]2[CH2:34][S:35][C@@H:36]([CH2:37][CH2:38][CH2:39][CH2:40][C:41]([NH:1][C:2]3[CH:3]=[C:4]([CH:25]=[CH:26][CH:27]=3)[C:5]([NH:7][CH2:8][CH2:9][CH2:10][NH:11][C:12]([C:14]3[CH:18]=[C:17]([C:19]4[CH:20]=[CH:21][CH:22]=[CH:23][CH:24]=4)[O:16][N:15]=3)=[O:13])=[O:6])=[O:42])[C@H:31]2[NH:30]1. (2) The product is: [CH3:31][N:1]1[C:5]2[CH:6]=[CH:7][CH:8]=[CH:9][C:4]=2[N:3]=[C:2]1[C@H:10]1[CH2:15][CH2:14][CH2:13][C@@H:12]([NH:16][C:17]([C:19]2[CH:28]=[CH:27][C:22]3[O:23][CH2:24][CH2:25][O:26][C:21]=3[CH:20]=2)=[O:18])[CH2:11]1. Given the reactants [NH:1]1[C:5]2[CH:6]=[CH:7][CH:8]=[CH:9][C:4]=2[N:3]=[C:2]1[C@H:10]1[CH2:15][CH2:14][CH2:13][C@@H:12]([NH:16][C:17]([C:19]2[CH:28]=[CH:27][C:22]3[O:23][CH2:24][CH2:25][O:26][C:21]=3[CH:20]=2)=[O:18])[CH2:11]1.IC.[C:31](=O)([O-])[O-].[K+].[K+], predict the reaction product. (3) Given the reactants C[O:2][C:3]([CH:5]1[CH2:13][C:12]2[C:7](=[CH:8][CH:9]=[CH:10][C:11]=2[S:14]([N:17]2[CH:22]3[CH2:23][CH2:24][CH2:25][CH:18]2[CH2:19][N:20]([C:26]2[CH:31]=[CH:30][C:29]([O:32][C:33]([F:36])([F:35])[F:34])=[CH:28][CH:27]=2)[CH2:21]3)(=[O:16])=[O:15])[CH2:6]1)=[O:4].[Li+].[OH-].O1CCCC1.FC(F)(F)C1C=CC(C2CCNCC=2)=CC=1, predict the reaction product. The product is: [F:36][C:33]([F:34])([F:35])[O:32][C:29]1[CH:28]=[CH:27][C:26]([N:20]2[CH2:21][CH:22]3[N:17]([S:14]([C:11]4[CH:10]=[CH:9][CH:8]=[C:7]5[C:12]=4[CH2:13][CH:5]([C:3]([OH:4])=[O:2])[CH2:6]5)(=[O:16])=[O:15])[CH:18]([CH2:25][CH2:24][CH2:23]3)[CH2:19]2)=[CH:31][CH:30]=1. (4) Given the reactants C([O-])(=O)C.[Na+].BrN1C(C)(C)C(=O)N(Br)C1=O.[F:17][C@H:18]1[CH2:35][C@@:33]2([CH3:34])[C@@H:29]([CH2:30][CH2:31][C:32]2=[O:36])[C@H:28]2[C@H:19]1[C@@H:20]1[C:25](=[CH:26][CH2:27]2)[CH:24]=[C:23]([O:37]C)[CH2:22][CH2:21]1.S([O-])([O-])=O.[Na+].[Na+].[Br-].[Li+].C(=O)([O-])[O-].[Li+].[Li+], predict the reaction product. The product is: [F:17][C@H:18]1[CH2:35][C@@:33]2([CH3:34])[C@@H:29]([CH2:30][CH2:31][C:32]2=[O:36])[C@H:28]2[C@H:19]1[C@@H:20]1[C:25]([CH:26]=[CH:27]2)=[CH:24][C:23](=[O:37])[CH2:22][CH2:21]1. (5) Given the reactants [CH3:1][C:2]1[N:6]=[C:5]([CH3:7])[N:4]([C:8]2[N:13]=[C:12]([CH3:14])[N:11]=[C:10]([N:15]3[CH2:18][CH:17]([C:19]([OH:21])=O)[CH2:16]3)[CH:9]=2)[N:3]=1.[C:22]1([NH2:29])[C:23]([NH2:28])=[CH:24][CH:25]=[CH:26][CH:27]=1.C1C=CC2N(O)N=NC=2C=1.C(Cl)CCl.CCN(C(C)C)C(C)C.C(=O)(O)[O-].[Na+], predict the reaction product. The product is: [NH2:28][C:23]1[CH:24]=[CH:25][CH:26]=[CH:27][C:22]=1[NH:29][C:19]([CH:17]1[CH2:16][N:15]([C:10]2[CH:9]=[C:8]([N:4]3[C:5]([CH3:7])=[N:6][C:2]([CH3:1])=[N:3]3)[N:13]=[C:12]([CH3:14])[N:11]=2)[CH2:18]1)=[O:21]. (6) Given the reactants [OH:1][C:2]1[C:3]([CH3:8])=[N:4][CH:5]=[CH:6][CH:7]=1.[CH3:9][O-].[Na+], predict the reaction product. The product is: [CH3:9][O:1][C:2]1[C:3]([CH3:8])=[N:4][CH:5]=[CH:6][CH:7]=1.